From a dataset of Full USPTO retrosynthesis dataset with 1.9M reactions from patents (1976-2016). Predict the reactants needed to synthesize the given product. (1) Given the product [F:1][C:2]1[CH:3]=[C:4]([C:9]2[C:10]3[N:11]([N:15]=[C:16]([NH:18][C:19]4([CH3:32])[CH2:24][CH2:23][N:22]([C:25]5[CH:30]=[C:29]([CH3:31])[N:28]=[CH:27][N:26]=5)[CH2:21][CH2:20]4)[N:17]=3)[CH:12]=[CH:13][CH:14]=2)[CH:5]=[CH:6][C:7]=1[F:8], predict the reactants needed to synthesize it. The reactants are: [F:1][C:2]1[CH:3]=[C:4]([C:9]2[C:10]3[N:11]([N:15]=[C:16]([NH:18][C:19]4([C:32]#N)[CH2:24][CH2:23][N:22]([C:25]5[CH:30]=[C:29]([CH3:31])[N:28]=[CH:27][N:26]=5)[CH2:21][CH2:20]4)[N:17]=3)[CH:12]=[CH:13][CH:14]=2)[CH:5]=[CH:6][C:7]=1[F:8].C[Mg]Br. (2) Given the product [Cl:1][C:2]1[C:3]([C:19]2[CH:24]=[C:23]([Cl:25])[CH:22]=[CH:21][C:20]=2[C:26]#[N:27])=[CH:4][C:5](=[O:18])[N:6]([CH:8]([CH2:12][C:13]2[N:14]=[CH:15][O:16][CH:17]=2)[C:9]([NH:37][C:35]2[CH:34]=[CH:33][C:32]3[N:31]([CH:30]=[CH:29][N:28]=3)[CH:36]=2)=[O:11])[CH:7]=1, predict the reactants needed to synthesize it. The reactants are: [Cl:1][C:2]1[C:3]([C:19]2[CH:24]=[C:23]([Cl:25])[CH:22]=[CH:21][C:20]=2[C:26]#[N:27])=[CH:4][C:5](=[O:18])[N:6]([CH:8]([CH2:12][C:13]2[N:14]=[CH:15][O:16][CH:17]=2)[C:9]([OH:11])=O)[CH:7]=1.[N:28]1[CH:29]=[CH:30][N:31]2[CH:36]=[C:35]([NH2:37])[CH:34]=[CH:33][C:32]=12.